This data is from Reaction yield outcomes from USPTO patents with 853,638 reactions. The task is: Predict the reaction yield, written as a fraction of the theoretical maximum amount of product (1.0 means a 100% yield; for example, 0.34 means a 34% yield). (1) The reactants are [NH2:1][C:2]1[CH:3]=[C:4]([OH:8])[CH:5]=[CH:6][CH:7]=1.[CH:9](O)([CH3:11])[CH3:10].C1(P(C2C=CC=CC=2)C2C=CC=CC=2)C=CC=CC=1.CCOC(/N=N/C(OCC)=O)=O. The catalyst is C1COCC1. The product is [CH:9]([O:8][C:4]1[CH:3]=[C:2]([NH2:1])[CH:7]=[CH:6][CH:5]=1)([CH3:11])[CH3:10]. The yield is 0.640. (2) The reactants are Br[C:2]1[CH:7]=[CH:6][C:5]([CH2:8][CH2:9][C:10]#[N:11])=[CH:4][CH:3]=1.[B:12]1([B:12]2[O:16][C:15]([CH3:18])([CH3:17])[C:14]([CH3:20])([CH3:19])[O:13]2)[O:16][C:15]([CH3:18])([CH3:17])[C:14]([CH3:20])([CH3:19])[O:13]1. No catalyst specified. The product is [CH3:19][C:14]1([CH3:20])[C:15]([CH3:18])([CH3:17])[O:16][B:12]([C:2]2[CH:7]=[CH:6][C:5]([CH2:8][CH2:9][C:10]#[N:11])=[CH:4][CH:3]=2)[O:13]1. The yield is 0.970. (3) The reactants are [F:1][C:2]1[CH:3]=[CH:4][C:5]([CH3:12])=[C:6]([S:8](Cl)(=[O:10])=[O:9])[CH:7]=1.[NH4+:13].[OH-]. The catalyst is CC(C)=O. The product is [F:1][C:2]1[CH:3]=[CH:4][C:5]([CH3:12])=[C:6]([S:8]([NH2:13])(=[O:10])=[O:9])[CH:7]=1. The yield is 0.980.